This data is from NCI-60 drug combinations with 297,098 pairs across 59 cell lines. The task is: Regression. Given two drug SMILES strings and cell line genomic features, predict the synergy score measuring deviation from expected non-interaction effect. (1) Synergy scores: CSS=3.66, Synergy_ZIP=-1.24, Synergy_Bliss=1.46, Synergy_Loewe=-2.78, Synergy_HSA=-1.02. Drug 1: C1=CN(C(=O)N=C1N)C2C(C(C(O2)CO)O)O.Cl. Drug 2: CC(C)(C#N)C1=CC(=CC(=C1)CN2C=NC=N2)C(C)(C)C#N. Cell line: UACC-257. (2) Drug 1: C1C(C(OC1N2C=C(C(=O)NC2=O)F)CO)O. Drug 2: CN(C(=O)NC(C=O)C(C(C(CO)O)O)O)N=O. Cell line: TK-10. Synergy scores: CSS=5.36, Synergy_ZIP=-4.99, Synergy_Bliss=0.643, Synergy_Loewe=-17.3, Synergy_HSA=-0.116. (3) Drug 1: CCCS(=O)(=O)NC1=C(C(=C(C=C1)F)C(=O)C2=CNC3=C2C=C(C=N3)C4=CC=C(C=C4)Cl)F. Drug 2: C1C(C(OC1N2C=NC3=C2NC=NCC3O)CO)O. Cell line: HCT116. Synergy scores: CSS=2.92, Synergy_ZIP=5.73, Synergy_Bliss=0.0647, Synergy_Loewe=-1.90, Synergy_HSA=-1.80. (4) Drug 1: CC12CCC3C(C1CCC2=O)CC(=C)C4=CC(=O)C=CC34C. Drug 2: C1CCC(CC1)NC(=O)N(CCCl)N=O. Cell line: PC-3. Synergy scores: CSS=43.8, Synergy_ZIP=2.42, Synergy_Bliss=3.87, Synergy_Loewe=3.79, Synergy_HSA=5.00. (5) Drug 1: C1=NC2=C(N1)C(=S)N=C(N2)N. Drug 2: C(=O)(N)NO. Cell line: CCRF-CEM. Synergy scores: CSS=50.1, Synergy_ZIP=-8.67, Synergy_Bliss=-8.28, Synergy_Loewe=-8.02, Synergy_HSA=-3.99. (6) Drug 1: C1CC(C1)(C(=O)O)C(=O)O.[NH2-].[NH2-].[Pt+2]. Synergy scores: CSS=17.0, Synergy_ZIP=-2.30, Synergy_Bliss=-2.46, Synergy_Loewe=-12.2, Synergy_HSA=-2.48. Drug 2: CC1C(C(CC(O1)OC2CC(CC3=C2C(=C4C(=C3O)C(=O)C5=C(C4=O)C(=CC=C5)OC)O)(C(=O)CO)O)N)O.Cl. Cell line: NCI-H322M. (7) Drug 1: C1CCN(CC1)CCOC2=CC=C(C=C2)C(=O)C3=C(SC4=C3C=CC(=C4)O)C5=CC=C(C=C5)O. Drug 2: COC1=C2C(=CC3=C1OC=C3)C=CC(=O)O2. Cell line: MCF7. Synergy scores: CSS=8.16, Synergy_ZIP=-7.43, Synergy_Bliss=-8.25, Synergy_Loewe=-7.03, Synergy_HSA=-3.95. (8) Drug 1: CC1=C(C(=CC=C1)Cl)NC(=O)C2=CN=C(S2)NC3=CC(=NC(=N3)C)N4CCN(CC4)CCO. Drug 2: C1C(C(OC1N2C=NC3=C2NC=NCC3O)CO)O. Cell line: T-47D. Synergy scores: CSS=5.31, Synergy_ZIP=-2.51, Synergy_Bliss=-1.90, Synergy_Loewe=3.17, Synergy_HSA=1.58. (9) Drug 1: CC1=C(C=C(C=C1)NC2=NC=CC(=N2)N(C)C3=CC4=NN(C(=C4C=C3)C)C)S(=O)(=O)N.Cl. Drug 2: CC1C(C(=O)NC(C(=O)N2CCCC2C(=O)N(CC(=O)N(C(C(=O)O1)C(C)C)C)C)C(C)C)NC(=O)C3=C4C(=C(C=C3)C)OC5=C(C(=O)C(=C(C5=N4)C(=O)NC6C(OC(=O)C(N(C(=O)CN(C(=O)C7CCCN7C(=O)C(NC6=O)C(C)C)C)C)C(C)C)C)N)C. Cell line: HCC-2998. Synergy scores: CSS=-4.58, Synergy_ZIP=22.9, Synergy_Bliss=19.1, Synergy_Loewe=7.09, Synergy_HSA=7.61. (10) Drug 1: C1=CC=C(C=C1)NC(=O)CCCCCCC(=O)NO. Drug 2: C1CNP(=O)(OC1)N(CCCl)CCCl. Cell line: LOX IMVI. Synergy scores: CSS=10.3, Synergy_ZIP=-3.37, Synergy_Bliss=-1.04, Synergy_Loewe=-10.5, Synergy_HSA=-4.51.